This data is from NCI-60 drug combinations with 297,098 pairs across 59 cell lines. The task is: Regression. Given two drug SMILES strings and cell line genomic features, predict the synergy score measuring deviation from expected non-interaction effect. (1) Drug 1: CC1C(C(CC(O1)OC2CC(CC3=C2C(=C4C(=C3O)C(=O)C5=C(C4=O)C(=CC=C5)OC)O)(C(=O)C)O)N)O.Cl. Drug 2: COCCOC1=C(C=C2C(=C1)C(=NC=N2)NC3=CC=CC(=C3)C#C)OCCOC.Cl. Cell line: OVCAR-5. Synergy scores: CSS=30.3, Synergy_ZIP=-3.28, Synergy_Bliss=4.76, Synergy_Loewe=0.290, Synergy_HSA=4.57. (2) Drug 1: CN1C(=O)N2C=NC(=C2N=N1)C(=O)N. Drug 2: CC1=C2C(C(=O)C3(C(CC4C(C3C(C(C2(C)C)(CC1OC(=O)C(C(C5=CC=CC=C5)NC(=O)C6=CC=CC=C6)O)O)OC(=O)C7=CC=CC=C7)(CO4)OC(=O)C)O)C)OC(=O)C. Cell line: BT-549. Synergy scores: CSS=5.99, Synergy_ZIP=-1.51, Synergy_Bliss=5.42, Synergy_Loewe=-12.7, Synergy_HSA=3.26.